From a dataset of Reaction yield outcomes from USPTO patents with 853,638 reactions. Predict the reaction yield, written as a fraction of the theoretical maximum amount of product (1.0 means a 100% yield; for example, 0.34 means a 34% yield). (1) The reactants are [F:1][C:2]1[CH:3]=[C:4]([C:8]2[C:13]([N+:14]([O-])=O)=[C:12]([NH2:17])[CH:11]=[CH:10][N:9]=2)[CH:5]=[CH:6][CH:7]=1. The catalyst is CO.[Pd]. The product is [F:1][C:2]1[CH:3]=[C:4]([C:8]2[C:13]([NH2:14])=[C:12]([NH2:17])[CH:11]=[CH:10][N:9]=2)[CH:5]=[CH:6][CH:7]=1. The yield is 0.913. (2) The reactants are [NH2:1][C:2]1[N:3]=[C:4]([CH3:21])[C:5]2[CH:11]=[CH:10][C:9](=[O:12])[N:8]([C@H:13]3[CH2:18][CH2:17][C@H:16]([O:19][CH3:20])[CH2:15][CH2:14]3)[C:6]=2[N:7]=1.[Br:22]N1C(=O)CCC1=O. The catalyst is CN(C)C=O.COC(C)(C)C. The product is [NH2:1][C:2]1[N:3]=[C:4]([CH3:21])[C:5]2[CH:11]=[C:10]([Br:22])[C:9](=[O:12])[N:8]([C@H:13]3[CH2:14][CH2:15][C@H:16]([O:19][CH3:20])[CH2:17][CH2:18]3)[C:6]=2[N:7]=1. The yield is 0.970.